From a dataset of Experimentally validated miRNA-target interactions with 360,000+ pairs, plus equal number of negative samples. Binary Classification. Given a miRNA mature sequence and a target amino acid sequence, predict their likelihood of interaction. (1) The miRNA is mmu-miR-1193-5p with sequence UGGUAGACCGGUGACGUACA. The protein sequence of the target gene is MKYPLMPLVNDLTFSFLVFWFCLPVGLLLLLIIWLRFLLSQDSEENDSSVCLDWEPWSKGPAEFCWKGTLHGQEKERPCW. Result: 0 (no interaction). (2) The miRNA is hsa-miR-4700-5p with sequence UCUGGGGAUGAGGACAGUGUGU. The protein sequence of the target gene is MAELQEVQITEEKPLLPGQTPETAKEAELAARILLDQGQTHSVETPYGSVTFTVYGTPKPKRPAIFTYHDVGLNYKSCFQPLFRFGDMQEIIQNFVRVHVDAPGMEEGAPVFPLGYQYPSLDQLADMIPCILQYLNFSTIIGVGVGAGAYILSRYALNHPDTVEGLVLINIDPNAKGWMDWAAHKLTGLTSSIPDMILGHLFSQEELSGNSELIQKYRGIIQHAPNLENIELYWNSYNNRRDLNFERGGETTLKCPVMLVVGDQAPHEDAVVECNSKLDPTQTSFLKMADSGGQPQLTQP.... Result: 0 (no interaction).